Predict the reactants needed to synthesize the given product. From a dataset of Full USPTO retrosynthesis dataset with 1.9M reactions from patents (1976-2016). (1) The reactants are: Br[C:2]1[CH:3]=[C:4]([N:8]2[CH2:17][CH2:16][C:15]3[C:10](=[CH:11][CH:12]=[C:13]([N:18]([CH3:20])[CH3:19])[CH:14]=3)[C:9]2=[O:21])[CH:5]=[CH:6][CH:7]=1.[B:22]1([B:22]2[O:26][C:25]([CH3:28])([CH3:27])[C:24]([CH3:30])([CH3:29])[O:23]2)[O:26][C:25]([CH3:28])([CH3:27])[C:24]([CH3:30])([CH3:29])[O:23]1.C([O-])(=O)C.[K+].ClCCl. Given the product [CH3:19][N:18]([CH3:20])[C:13]1[CH:14]=[C:15]2[C:10](=[CH:11][CH:12]=1)[C:9](=[O:21])[N:8]([C:4]1[CH:5]=[CH:6][CH:7]=[C:2]([B:22]3[O:26][C:25]([CH3:28])([CH3:27])[C:24]([CH3:30])([CH3:29])[O:23]3)[CH:3]=1)[CH2:17][CH2:16]2, predict the reactants needed to synthesize it. (2) Given the product [OH:35][CH:34]([C:36]1[O:37][C:38]([C:41]2[CH:46]=[CH:45][CH:44]=[CH:43][CH:42]=2)=[N:39][N:40]=1)[CH:33]([NH:32][C:11]([CH:10]([NH:9][C:7]([N:1]1[CH2:6][CH2:5][O:4][CH2:3][CH2:2]1)=[O:8])[CH2:14][S:15]([CH2:18][C:19]1[CH:24]=[CH:23][CH:22]=[CH:21][CH:20]=1)(=[O:17])=[O:16])=[O:12])[CH2:47][CH2:48][CH2:49][CH3:50], predict the reactants needed to synthesize it. The reactants are: [N:1]1([C:7]([NH:9][CH:10]([CH2:14][S:15]([CH2:18][C:19]2[CH:24]=[CH:23][CH:22]=[CH:21][CH:20]=2)(=[O:17])=[O:16])[C:11](O)=[O:12])=[O:8])[CH2:6][CH2:5][O:4][CH2:3][CH2:2]1.OC(C(F)(F)F)=O.[NH2:32][CH:33]([CH2:47][CH2:48][CH2:49][CH3:50])[CH:34]([C:36]1[O:37][C:38]([C:41]2[CH:46]=[CH:45][CH:44]=[CH:43][CH:42]=2)=[N:39][N:40]=1)[OH:35].C1C=CC2N(O)N=NC=2C=1.C(Cl)CCl.CN1CCOCC1. (3) The reactants are: [NH2:1][C@H:2]([C:4]1[CH:9]=[CH:8][C:7]([C:10]2[C:11]3[C:12]4[CH:24]=[CH:23][S:22][C:13]=4[C:14](=[O:21])[NH:15][C:16]=3[CH:17]=[CH:18][C:19]=2[OH:20])=[CH:6][CH:5]=1)[CH3:3].[CH3:25][S:26](Cl)(=[O:28])=[O:27]. Given the product [OH:20][C:19]1[CH:18]=[CH:17][C:16]2[NH:15][C:14](=[O:21])[C:13]3[S:22][CH:23]=[CH:24][C:12]=3[C:11]=2[C:10]=1[C:7]1[CH:6]=[CH:5][C:4]([C@@H:2]([NH:1][S:26]([CH3:25])(=[O:28])=[O:27])[CH3:3])=[CH:9][CH:8]=1, predict the reactants needed to synthesize it. (4) Given the product [C:19]([O:23][C:24](=[O:35])[NH:25][C@H:26]1[CH2:27][CH2:28][C@H:29]([CH2:32][CH2:33][N:14]2[CH2:15][CH2:16][N:11]([C:8]3[C:9]([Cl:10])=[C:4]([Cl:3])[N:5]=[C:6]([NH:17][CH3:18])[N:7]=3)[CH2:12][CH2:13]2)[CH2:30][CH2:31]1)([CH3:22])([CH3:21])[CH3:20], predict the reactants needed to synthesize it. The reactants are: Cl.Cl.[Cl:3][C:4]1[C:9]([Cl:10])=[C:8]([N:11]2[CH2:16][CH2:15][NH:14][CH2:13][CH2:12]2)[N:7]=[C:6]([NH:17][CH3:18])[N:5]=1.[C:19]([O:23][C:24](=[O:35])[NH:25][C@H:26]1[CH2:31][CH2:30][C@H:29]([CH2:32][CH:33]=O)[CH2:28][CH2:27]1)([CH3:22])([CH3:21])[CH3:20].C(N(CC)CC)C.C(O[BH-](OC(=O)C)OC(=O)C)(=O)C.[Na+].C(=O)([O-])[O-].[K+].[K+]. (5) Given the product [O:1]([CH2:8][C:9]1[CH:10]=[C:11]2[C:23](=[O:24])[N:16]([C@H:17]([CH3:22])[C:18]([CH3:19])([CH3:20])[CH3:21])[CH2:15][CH2:14][N:12]2[N:13]=1)[C:2]1[CH:3]=[CH:4][CH:5]=[CH:6][CH:7]=1, predict the reactants needed to synthesize it. The reactants are: [O:1]([CH2:8][C:9]1[CH:10]=[C:11]([C:23](O)=[O:24])[N:12]([CH2:14][CH2:15][NH:16][C@H:17]([CH3:22])[C:18]([CH3:21])([CH3:20])[CH3:19])[N:13]=1)[C:2]1[CH:7]=[CH:6][CH:5]=[CH:4][CH:3]=1.CN(C(ON1N=NC2C=CC=NC1=2)=[N+](C)C)C.F[P-](F)(F)(F)(F)F.CCN(C(C)C)C(C)C.